Dataset: Forward reaction prediction with 1.9M reactions from USPTO patents (1976-2016). Task: Predict the product of the given reaction. (1) Given the reactants [H-].[Na+].[O:3]1[CH2:7]CC[CH2:4]1.[Br:8][C:9]1[CH:10]=[C:11]([CH:17]=[CH:18][C:19]=1[OH:20])[C:12]([O:14][CH2:15][CH3:16])=[O:13].COCCl, predict the reaction product. The product is: [Br:8][C:9]1[CH:10]=[C:11]([CH:17]=[CH:18][C:19]=1[O:20][CH2:4][O:3][CH3:7])[C:12]([O:14][CH2:15][CH3:16])=[O:13]. (2) Given the reactants [CH3:1][C:2]1[S:6][C:5]([C:7]([OH:9])=[O:8])=[CH:4][CH:3]=1.[C:10](OC(O[C:10]([CH3:13])([CH3:12])[CH3:11])N(C)C)([CH3:13])([CH3:12])[CH3:11], predict the reaction product. The product is: [C:10]([O:8][C:7]([C:5]1[S:6][C:2]([CH3:1])=[CH:3][CH:4]=1)=[O:9])([CH3:13])([CH3:12])[CH3:11]. (3) Given the reactants [C:1]([NH:4][CH2:5][CH2:6][C:7]1[CH:12]=[CH:11][CH:10]=[CH:9][C:8]=1[C:13]1[CH:18]=[CH:17][C:16]([C@@H:19]2[C@:24]([C:26]3[CH:27]=[N:28][C:29]([CH2:32][O:33][CH2:34][C:35]([F:40])([F:39])[CH2:36][O:37][CH3:38])=[CH:30][CH:31]=3)([OH:25])[CH2:23][CH2:22][N:21](C(OC(C)(C)C)=O)[CH2:20]2)=[C:15]([CH3:48])[CH:14]=1)(=[O:3])[CH3:2].Cl.O1CCOCC1, predict the reaction product. The product is: [F:40][C:35]([F:39])([CH2:36][O:37][CH3:38])[CH2:34][O:33][CH2:32][C:29]1[N:28]=[CH:27][C:26]([C@@:24]2([OH:25])[CH2:23][CH2:22][NH:21][CH2:20][C@@H:19]2[C:16]2[CH:17]=[CH:18][C:13]([C:8]3[CH:9]=[CH:10][CH:11]=[CH:12][C:7]=3[CH2:6][CH2:5][NH:4][C:1](=[O:3])[CH3:2])=[CH:14][C:15]=2[CH3:48])=[CH:31][CH:30]=1. (4) The product is: [CH3:26][O:27][C:28](=[O:60])[CH2:29][CH2:30][CH2:31]/[CH:32]=[CH:33]\[CH2:34][C@H:35]1[C:39](=[O:40])[CH2:38][C@@H:37]([O:41][CH3:42])[C@@H:36]1/[CH:43]=[CH:44]/[CH2:45][CH:46]([C:49]1([CH2:53][C:54]2[S:55][C:56]([Cl:59])=[CH:57][CH:58]=2)[CH2:50][CH2:51][CH2:52]1)[OH:47]. Given the reactants O(C)S(C(F)(F)F)(=O)=O.CN(C1C2C(N(C)C)=CC=CC=2C=CC=1)C.[CH3:26][O:27][C:28](=[O:60])[CH2:29][CH2:30][CH2:31]/[CH:32]=[CH:33]\[CH2:34][C@H:35]1[C:39](=[O:40])[CH2:38][C@@H:37]([O:41][CH3:42])[C@@H:36]1/[CH:43]=[CH:44]/[CH2:45][CH:46]([C:49]1([CH2:53][C:54]2[S:55][C:56]([Cl:59])=[CH:57][CH:58]=2)[CH2:52][CH2:51][CH2:50]1)[O:47]C, predict the reaction product. (5) The product is: [OH:10][CH2:9][CH2:8][C:5]1[CH:6]=[CH:7][C:2]([NH:1][C:12](=[O:11])[O:14][C:15]([CH3:18])([CH3:17])[CH3:16])=[CH:3][CH:4]=1. Given the reactants [NH2:1][C:2]1[CH:7]=[CH:6][C:5]([CH2:8][CH2:9][OH:10])=[CH:4][CH:3]=1.[O:11](C(OC(C)(C)C)=O)[C:12]([O:14][C:15]([CH3:18])([CH3:17])[CH3:16])=O, predict the reaction product. (6) The product is: [CH2:1]([O:8][N:9]=[C:10]1[CH2:14][N:13]([C:15](=[O:17])[CH2:27][O:26][CH3:25])[CH:12]([C:22]([NH:46][C:42]2[CH:43]=[CH:44][C:45]3[N:33]([CH2:31][CH3:32])[C:34]4[C:39]([C:40]=3[CH:41]=2)=[CH:38][CH:37]=[CH:36][CH:35]=4)=[O:24])[CH2:11]1)[C:2]1[CH:3]=[CH:4][CH:5]=[CH:6][CH:7]=1. Given the reactants [CH2:1]([O:8][N:9]=[C:10]1[CH2:14][N:13]([C:15]([O:17]C(C)(C)C)=O)[C@H:12]([C:22]([OH:24])=O)[CH2:11]1)[C:2]1[CH:7]=[CH:6][CH:5]=[CH:4][CH:3]=1.[CH3:25][O:26][CH2:27]C(Cl)=O.[CH2:31]([N:33]1[C:45]2[CH:44]=[CH:43][C:42]([NH2:46])=[CH:41][C:40]=2[C:39]2[C:34]1=[CH:35][CH:36]=[CH:37][CH:38]=2)[CH3:32], predict the reaction product. (7) Given the reactants [O:1]1[CH2:6][CH2:5][N:4]([CH2:7][CH2:8][CH2:9][N:10]2[CH2:14][CH2:13][N:12]([CH:15]3[CH2:20][CH2:19][NH:18][CH2:17][CH2:16]3)[C:11]2=[C:21]([C:24]#[N:25])[C:22]#[N:23])[CH2:3][CH2:2]1.C(=O)([O-])[O-].[K+].[K+].Br[CH2:33][CH2:34][F:35].O, predict the reaction product. The product is: [F:35][CH2:34][CH2:33][N:18]1[CH2:19][CH2:20][CH:15]([N:12]2[CH2:13][CH2:14][N:10]([CH2:9][CH2:8][CH2:7][N:4]3[CH2:5][CH2:6][O:1][CH2:2][CH2:3]3)[C:11]2=[C:21]([C:22]#[N:23])[C:24]#[N:25])[CH2:16][CH2:17]1. (8) Given the reactants [CH3:1][O:2][C:3]1[CH:4]=[C:5]2[C:10](=[CH:11][C:12]=1[O:13][CH3:14])[N:9]=[CH:8][CH:7]=[C:6]2[O:15][C:16]1[CH:22]=[CH:21][C:19]([NH2:20])=[CH:18][CH:17]=1.C(N(CC)CC)C.Cl[C:31](Cl)([O:33]C(=O)OC(Cl)(Cl)Cl)Cl.[CH3:42][O:43][C:44]1[CH:49]=[CH:48][CH:47]=[CH:46][C:45]=1[C@@H:50]([NH2:52])[CH3:51], predict the reaction product. The product is: [CH3:1][O:2][C:3]1[CH:4]=[C:5]2[C:10](=[CH:11][C:12]=1[O:13][CH3:14])[N:9]=[CH:8][CH:7]=[C:6]2[O:15][C:16]1[CH:22]=[CH:21][C:19]([NH:20][C:31]([NH:52][C@H:50]([C:45]2[CH:46]=[CH:47][CH:48]=[CH:49][C:44]=2[O:43][CH3:42])[CH3:51])=[O:33])=[CH:18][CH:17]=1. (9) Given the reactants [CH2:1]([O:8][C:9]([N:11]1[CH2:16][CH2:15][N:14]([C:17]2[S:18][C:19]3[CH:25]=[C:24](I)[CH:23]=[CH:22][C:20]=3[N:21]=2)[CH2:13][CH2:12]1)=[O:10])[C:2]1[CH:7]=[CH:6][CH:5]=[CH:4][CH:3]=1.[C:27]1([SH:37])[C:36]2[C:31](=[CH:32][CH:33]=[CH:34][CH:35]=2)[CH:30]=[CH:29][CH:28]=1.C([O-])([O-])=O.[K+].[K+], predict the reaction product. The product is: [CH2:1]([O:8][C:9]([N:11]1[CH2:16][CH2:15][N:14]([C:17]2[S:18][C:19]3[CH:25]=[C:24]([S:37][C:27]4[C:36]5[C:31](=[CH:32][CH:33]=[CH:34][CH:35]=5)[CH:30]=[CH:29][CH:28]=4)[CH:23]=[CH:22][C:20]=3[N:21]=2)[CH2:13][CH2:12]1)=[O:10])[C:2]1[CH:7]=[CH:6][CH:5]=[CH:4][CH:3]=1.